The task is: Predict the reactants needed to synthesize the given product.. This data is from Full USPTO retrosynthesis dataset with 1.9M reactions from patents (1976-2016). (1) The reactants are: [O:1]=[C:2]1[CH2:7][CH2:6][CH:5]([C:8]([O:10][CH3:11])=[O:9])[CH2:4][CH2:3]1.[BH4-].[Na+]. Given the product [OH:1][CH:2]1[CH2:3][CH2:4][CH:5]([C:8]([O:10][CH3:11])=[O:9])[CH2:6][CH2:7]1, predict the reactants needed to synthesize it. (2) The reactants are: [NH2:1][C:2]1[CH:6]=[C:5]([CH3:7])[O:4][N:3]=1.[C:8](Cl)(=[O:16])[O:9][C:10]1[CH:15]=[CH:14][CH:13]=[CH:12][CH:11]=1.O. Given the product [CH3:7][C:5]1[O:4][N:3]=[C:2]([NH:1][C:8](=[O:16])[O:9][C:10]2[CH:15]=[CH:14][CH:13]=[CH:12][CH:11]=2)[CH:6]=1, predict the reactants needed to synthesize it. (3) Given the product [OH:1][C@@:2]1([CH2:22][O:23][CH3:24])[CH2:7][CH2:6][CH2:5][CH2:4][C@H:3]1[N:8]1[C:12]([C:13]2[CH:18]=[CH:17][CH:16]=[CH:15][CH:14]=2)=[C:11]([C:19]([N:43]2[CH2:42][CH2:41][N:40]([C:44]([O:46][CH2:47][C:48]3[CH:49]=[CH:50][CH:51]=[CH:52][CH:53]=3)=[O:45])[CH2:39][C@H:38]2[CH2:37][CH2:36][N:29]2[C:30]3[C:35](=[CH:34][CH:33]=[CH:32][CH:31]=3)[C:27](=[O:26])[NH:28]2)=[O:20])[N:10]=[CH:9]1, predict the reactants needed to synthesize it. The reactants are: [OH:1][C@@:2]1([CH2:22][O:23][CH3:24])[CH2:7][CH2:6][CH2:5][CH2:4][C@H:3]1[N:8]1[C:12]([C:13]2[CH:18]=[CH:17][CH:16]=[CH:15][CH:14]=2)=[C:11]([C:19](O)=[O:20])[N:10]=[CH:9]1.Cl.[O:26]=[C:27]1[C:35]2[C:30](=[CH:31][CH:32]=[CH:33][CH:34]=2)[N:29]([CH2:36][CH2:37][C@H:38]2[NH:43][CH2:42][CH2:41][N:40]([C:44]([O:46][CH2:47][C:48]3[CH:53]=[CH:52][CH:51]=[CH:50][CH:49]=3)=[O:45])[CH2:39]2)[NH:28]1.CCN=C=NCCCN(C)C.Cl.C1C=CC2N(O)N=NC=2C=1.C(=O)([O-])O.[Na+]. (4) Given the product [C:18]([C:20]1[C:21]([O:36][C@H:37]([CH3:41])[CH2:38][O:39][CH3:40])=[CH:22][C:23]([NH:26][C:27]([N:7]2[C:6]3[C:11](=[CH:12][C:13]([CH:14]=[O:15])=[C:4]([CH:3]([O:2][CH3:1])[O:16][CH3:17])[N:5]=3)[CH2:10][CH2:9][CH2:8]2)=[O:28])=[N:24][CH:25]=1)#[N:19], predict the reactants needed to synthesize it. The reactants are: [CH3:1][O:2][CH:3]([O:16][CH3:17])[C:4]1[C:13]([CH:14]=[O:15])=[CH:12][C:11]2[CH2:10][CH2:9][CH2:8][NH:7][C:6]=2[N:5]=1.[C:18]([C:20]1[C:21]([O:36][C@H:37]([CH3:41])[CH2:38][O:39][CH3:40])=[CH:22][C:23]([NH:26][C:27](=O)[O:28]C2C=CC=CC=2)=[N:24][CH:25]=1)#[N:19]. (5) Given the product [NH2:1][C:4]1[CH:9]=[CH:8][C:7]([CH2:10][CH2:11][N:12]2[CH:16]=[CH:15][CH:14]=[N:13]2)=[CH:6][CH:5]=1, predict the reactants needed to synthesize it. The reactants are: [N+:1]([C:4]1[CH:9]=[CH:8][C:7]([CH2:10][CH2:11][N:12]2[CH:16]=[CH:15][CH:14]=[N:13]2)=[CH:6][CH:5]=1)([O-])=O. (6) The reactants are: C1(C(O)=O)C2C3C=CC=CC=3OC=2C=CC=1.C[O:18][C:19]([C:21]1[C:26]2[O:27][C:28]3[CH:33]=[CH:32][CH:31]=[CH:30][C:29]=3[C:25]=2[CH:24]=[CH:23][CH:22]=1)=O.O.[NH2:35][NH2:36]. Given the product [CH:24]1[C:25]2[C:29]3[CH:30]=[CH:31][CH:32]=[CH:33][C:28]=3[O:27][C:26]=2[C:21]([C:19]([NH:35][NH2:36])=[O:18])=[CH:22][CH:23]=1, predict the reactants needed to synthesize it.